Dataset: Forward reaction prediction with 1.9M reactions from USPTO patents (1976-2016). Task: Predict the product of the given reaction. (1) Given the reactants C(Cl)(=O)C(Cl)=O.[CH2:7]([N:14]([CH3:24])[C:15]1[CH:20]=[CH:19][N:18]=[C:17]([C:21]([OH:23])=O)[CH:16]=1)[C:8]1[CH:13]=[CH:12][CH:11]=[CH:10][CH:9]=1.C(N(CC)CC)C.Cl.[CH2:33]([NH:40][OH:41])[C:34]1[CH:39]=[CH:38][CH:37]=[CH:36][CH:35]=1, predict the reaction product. The product is: [CH2:33]([N:40]([OH:41])[C:21]([C:17]1[CH:16]=[C:15]([N:14]([CH2:7][C:8]2[CH:9]=[CH:10][CH:11]=[CH:12][CH:13]=2)[CH3:24])[CH:20]=[CH:19][N:18]=1)=[O:23])[C:34]1[CH:39]=[CH:38][CH:37]=[CH:36][CH:35]=1. (2) Given the reactants [Cl:1][C:2]1[CH:9]=[C:8](B2OC(C)(C)C(C)(C)O2)[CH:7]=[CH:6][C:3]=1[C:4]#[N:5].Br[C:20]1[CH:21]=[N:22][CH:23]=[C:24]([F:37])[C:25]=1[CH:26]([OH:36])[CH2:27][O:28][Si](C(C)(C)C)(C)C.C(=O)([O-])[O-].[Na+].[Na+].C(Cl)Cl.Cl.O1CCOCC1, predict the reaction product. The product is: [Cl:1][C:2]1[CH:9]=[C:8]([C:20]2[CH:21]=[N:22][CH:23]=[C:24]([F:37])[C:25]=2[CH:26]([OH:36])[CH2:27][OH:28])[CH:7]=[CH:6][C:3]=1[C:4]#[N:5]. (3) Given the reactants [O:1]=[C:2]1[N:6]([CH2:7][C:8]2[CH:13]=[CH:12][C:11]([C:14]3[CH:19]=[CH:18][C:17]([CH:20]=O)=[CH:16][CH:15]=3)=[CH:10][CH:9]=2)[CH2:5][C:4]2([CH2:26][CH2:25][CH2:24][CH2:23][CH2:22]2)[O:3]1.Cl.[NH:28]1[CH2:32][CH2:31][C@@H:30]([OH:33])[CH2:29]1.[BH-](OC(C)=O)(OC(C)=O)OC(C)=O.[Na+], predict the reaction product. The product is: [OH:33][CH:30]1[CH2:31][CH2:32][N:28]([CH2:20][C:17]2[CH:16]=[CH:15][C:14]([C:11]3[CH:12]=[CH:13][C:8]([CH2:7][N:6]4[CH2:5][C:4]5([CH2:22][CH2:23][CH2:24][CH2:25][CH2:26]5)[O:3][C:2]4=[O:1])=[CH:9][CH:10]=3)=[CH:19][CH:18]=2)[CH2:29]1. (4) Given the reactants [O:1]1[C:6]2[CH:7]=[CH:8][C:9]([CH2:11][NH:12][CH2:13][C:14]3[CH:19]=[CH:18][CH:17]=[C:16]([O:20][CH2:21][CH3:22])[CH:15]=3)=[CH:10][C:5]=2[O:4][CH2:3][CH2:2]1.C([O-])([O-])=O.[K+].[K+].Cl.[CH2:30]([C:34]1[C:35]([CH2:47]Cl)=[C:36]([Cl:46])[N:37]=[N:38][C:39]=1[C:40]1[CH:45]=[CH:44][CH:43]=[CH:42][CH:41]=1)[CH2:31][CH2:32][CH3:33].CCCCCC, predict the reaction product. The product is: [CH2:30]([C:34]1[C:35]([CH2:47][N:12]([CH2:11][C:9]2[CH:8]=[CH:7][C:6]3[O:1][CH2:2][CH2:3][O:4][C:5]=3[CH:10]=2)[CH2:13][C:14]2[CH:19]=[CH:18][CH:17]=[C:16]([O:20][CH2:21][CH3:22])[CH:15]=2)=[C:36]([Cl:46])[N:37]=[N:38][C:39]=1[C:40]1[CH:41]=[CH:42][CH:43]=[CH:44][CH:45]=1)[CH2:31][CH2:32][CH3:33]. (5) Given the reactants C1(C)C=CC(S([O-])(=O)=O)=CC=1.[NH+]1C=CC=CC=1.[C:18]([C:22]1[CH:23]=[C:24]([NH:43][C:44]([NH:46][C@@H:47]2[C:56]3[C:51](=[CH:52][CH:53]=[CH:54][CH:55]=3)[C@H:50]([O:57][C:58]3[CH:59]=[CH:60][C:61]4[N:62]([C:64]([N:67]5[CH2:72][CH2:71][CH2:70][CH2:69][CH2:68]5)=[N:65][N:66]=4)[CH:63]=3)[CH2:49][CH2:48]2)=[O:45])[N:25]([C:27]2[CH:32]=[CH:31][CH:30]=[C:29]([O:33][CH2:34][CH2:35][O:36]C3CCCCO3)[CH:28]=2)[N:26]=1)([CH3:21])([CH3:20])[CH3:19], predict the reaction product. The product is: [C:18]([C:22]1[CH:23]=[C:24]([NH:43][C:44]([NH:46][C@@H:47]2[C:56]3[C:51](=[CH:52][CH:53]=[CH:54][CH:55]=3)[C@H:50]([O:57][C:58]3[CH:59]=[CH:60][C:61]4[N:62]([C:64]([N:67]5[CH2:72][CH2:71][CH2:70][CH2:69][CH2:68]5)=[N:65][N:66]=4)[CH:63]=3)[CH2:49][CH2:48]2)=[O:45])[N:25]([C:27]2[CH:32]=[CH:31][CH:30]=[C:29]([O:33][CH2:34][CH2:35][OH:36])[CH:28]=2)[N:26]=1)([CH3:21])([CH3:19])[CH3:20]. (6) Given the reactants CC([N:5]([CH:9]1[CH2:14][CH2:13][N:12]([CH2:15][CH:16]2[C:26]3=[C:27]4[C:22](=[CH:23][CH:24]=[C:25]3[F:28])[CH:21]=[CH:20][C:19](=[O:29])[N:18]4[CH2:17]2)[CH2:11][CH2:10]1)C(=O)[O-])(C)C, predict the reaction product. The product is: [NH2:5][CH:9]1[CH2:14][CH2:13][N:12]([CH2:15][CH:16]2[C:26]3=[C:27]4[C:22](=[CH:23][CH:24]=[C:25]3[F:28])[CH:21]=[CH:20][C:19](=[O:29])[N:18]4[CH2:17]2)[CH2:11][CH2:10]1. (7) Given the reactants [F:1][C:2]([F:23])([F:22])[C:3]1[CH:4]=[C:5]([CH:15]=[C:16]([C:18]([F:21])([F:20])[F:19])[CH:17]=1)[CH2:6][NH:7][C:8]1[N:13]=[CH:12][C:11]([Br:14])=[CH:10][N:9]=1.[CH2:24]([O:31][C:32]1[CH:37]=[CH:36][C:35]([C:38]2[CH:43]=[C:42]([CH:44]([CH3:46])[CH3:45])[CH:41]=[CH:40][C:39]=2[O:47][CH3:48])=[C:34]([CH2:49]Cl)[CH:33]=1)[C:25]1[CH:30]=[CH:29][CH:28]=[CH:27][CH:26]=1.[H-].[Na+].[Cl-].[NH4+], predict the reaction product. The product is: [CH2:24]([O:31][C:32]1[CH:37]=[CH:36][C:35]([C:38]2[CH:43]=[C:42]([CH:44]([CH3:46])[CH3:45])[CH:41]=[CH:40][C:39]=2[O:47][CH3:48])=[C:34]([CH2:49][N:7]([CH2:6][C:5]2[CH:15]=[C:16]([C:18]([F:21])([F:20])[F:19])[CH:17]=[C:3]([C:2]([F:1])([F:22])[F:23])[CH:4]=2)[C:8]2[N:13]=[CH:12][C:11]([Br:14])=[CH:10][N:9]=2)[CH:33]=1)[C:25]1[CH:26]=[CH:27][CH:28]=[CH:29][CH:30]=1. (8) Given the reactants C(OC1([CH2:23][C:24]2[CH:29]=[C:28]([O:30][CH3:31])[C:27]([O:32][CH3:33])=[C:26](OC)[CH:25]=2)C2C(=CC=C(C)C=2)N(CC)C1=O)(=O)C1C=CC=CC=1.[C:36]([O:44][CH:45]1[C:53]2[C:48](=[CH:49][CH:50]=[C:51]([CH3:54])[CH:52]=2)[N:47]([CH2:55][CH2:56][CH:57]([CH3:59])[CH3:58])[C:46]1=[O:60])(=[O:43])[C:37]1[CH:42]=[CH:41][CH:40]=[CH:39][CH:38]=1.BrCC1C=CC(OC)=C(OC)C=1, predict the reaction product. The product is: [C:36]([O:44][C:45]1([CH2:23][C:24]2[CH:25]=[CH:26][C:27]([O:32][CH3:33])=[C:28]([O:30][CH3:31])[CH:29]=2)[C:53]2[C:48](=[CH:49][CH:50]=[C:51]([CH3:54])[CH:52]=2)[N:47]([CH2:55][CH2:56][CH:57]([CH3:58])[CH3:59])[C:46]1=[O:60])(=[O:43])[C:37]1[CH:38]=[CH:39][CH:40]=[CH:41][CH:42]=1. (9) The product is: [Cl:21][C:14]1[C:15]([F:20])=[CH:16][CH:17]=[C:18]([F:19])[C:13]=1[CH2:12][N:7]1[CH2:8][CH2:9][CH2:10][NH:11][C:5]2[N:4]=[CH:3][C:2]([C:30]3[CH:31]=[C:32]4[C:27](=[CH:28][CH:29]=3)[N:26]=[C:25]([NH:24][CH3:23])[N:34]=[CH:33]4)=[N:22][C:6]1=2. Given the reactants Br[C:2]1[CH:3]=[N:4][C:5]2[NH:11][CH2:10][CH2:9][CH2:8][N:7]([CH2:12][C:13]3[C:18]([F:19])=[CH:17][CH:16]=[C:15]([F:20])[C:14]=3[Cl:21])[C:6]=2[N:22]=1.[CH3:23][NH:24][C:25]1[N:34]=[CH:33][C:32]2[C:27](=[CH:28][CH:29]=[C:30](B3OC(C)(C)C(C)(C)O3)[CH:31]=2)[N:26]=1, predict the reaction product. (10) The product is: [NH2:28][C:4]1[CH:3]=[C:2]([Br:1])[C:22]([O:23][C:24]([F:26])([F:27])[F:25])=[CH:21][C:5]=1[C:6]([NH:8][NH:9][C:10]1[CH:15]=[C:14]([C:16]#[N:17])[CH:13]=[CH:12][C:11]=1[S:18][CH2:19][CH3:20])=[O:7]. Given the reactants [Br:1][C:2]1[C:22]([O:23][C:24]([F:27])([F:26])[F:25])=[CH:21][C:5]([C:6]([NH:8][NH:9][C:10]2[CH:15]=[C:14]([C:16]#[N:17])[CH:13]=[CH:12][C:11]=2[S:18][CH2:19][CH3:20])=[O:7])=[C:4]([N+:28]([O-])=O)[CH:3]=1.NC1C=C(Br)C(C)=CC=1C(NNC1C=C(Cl)C=CC=1SCC)=O, predict the reaction product.